From a dataset of Catalyst prediction with 721,799 reactions and 888 catalyst types from USPTO. Predict which catalyst facilitates the given reaction. Reactant: C(OC([NH:8][C:9]1[N:14]=[C:13]([CH2:15][CH2:16][N:17]([C:25]2[CH:30]=[CH:29][C:28]([NH:31][C:32]([C:34]3[CH:39]=[CH:38][CH:37]=[CH:36][C:35]=3[C:40]3[CH:45]=[CH:44][C:43]([C:46]([F:49])([F:48])[F:47])=[CH:42][CH:41]=3)=[O:33])=[CH:27][CH:26]=2)C(=O)OC(C)(C)C)[CH:12]=[CH:11][CH:10]=1)=O)(C)(C)C.FC(F)(F)C(O)=O. Product: [NH2:8][C:9]1[N:14]=[C:13]([CH2:15][CH2:16][NH:17][C:25]2[CH:26]=[CH:27][C:28]([NH:31][C:32]([C:34]3[C:35]([C:40]4[CH:41]=[CH:42][C:43]([C:46]([F:49])([F:47])[F:48])=[CH:44][CH:45]=4)=[CH:36][CH:37]=[CH:38][CH:39]=3)=[O:33])=[CH:29][CH:30]=2)[CH:12]=[CH:11][CH:10]=1. The catalyst class is: 68.